Dataset: Full USPTO retrosynthesis dataset with 1.9M reactions from patents (1976-2016). Task: Predict the reactants needed to synthesize the given product. (1) Given the product [F:1][C:2]1[CH:3]=[C:4]([C:8]2[O:10][N:22]=[C:21]([C:24]([OH:26])=[O:25])[CH:9]=2)[CH:5]=[CH:6][CH:7]=1, predict the reactants needed to synthesize it. The reactants are: [F:1][C:2]1[CH:3]=[C:4]([C:8](=[O:10])[CH3:9])[CH:5]=[CH:6][CH:7]=1.ClC1C=C(C2O[N:22]=[C:21]([C:24]([OH:26])=[O:25])C=2)C=CC=1F. (2) Given the product [F:1][C:2]1[CH:7]=[CH:6][C:5]([CH3:8])=[CH:4][C:3]=1[CH2:9][CH2:10][CH2:11][OH:12], predict the reactants needed to synthesize it. The reactants are: [F:1][C:2]1[CH:7]=[CH:6][C:5]([CH3:8])=[CH:4][C:3]=1[CH2:9][CH2:10][CH2:11][O:12]C1CCCCO1.O.C1(C)C=CC(S(O)(=O)=O)=CC=1.C(=O)([O-])O.[Na+]. (3) Given the product [NH2:22][C:3]1[CH:4]=[C:5]([CH:20]=[CH:21][C:2]=1[NH2:1])[O:6][CH2:7][CH2:8][CH2:9][N:10]1[CH2:19][CH2:18][C:17]2[C:12](=[CH:13][CH:14]=[CH:15][CH:16]=2)[CH2:11]1, predict the reactants needed to synthesize it. The reactants are: [NH2:1][C:2]1[CH:21]=[CH:20][C:5]([O:6][CH2:7][CH2:8][CH2:9][N:10]2[CH:19]=[CH:18][C:17]3[C:12](=[CH:13][CH:14]=[CH:15][CH:16]=3)[CH2:11]2)=[CH:4][C:3]=1[N+:22]([O-])=O. (4) Given the product [O:47]1[CH2:52][CH2:51][CH:50]([CH2:53][NH:54][C:11]([C:8]2[CH:7]=[C:6]([CH2:5][O:4][C:3]3[CH:14]=[CH:15][CH:16]=[CH:17][C:2]=3[Cl:1])[O:10][N:9]=2)=[O:13])[CH2:49][CH2:48]1, predict the reactants needed to synthesize it. The reactants are: [Cl:1][C:2]1[CH:17]=[CH:16][CH:15]=[CH:14][C:3]=1[O:4][CH2:5][C:6]1[O:10][N:9]=[C:8]([C:11]([OH:13])=O)[CH:7]=1.C(N(CC)CC)C.Cl.C(N=C=NCCCN(C)C)C.ON1C2C=CC=CC=2N=N1.[O:47]1[CH2:52][CH2:51][CH:50]([CH2:53][NH2:54])[CH2:49][CH2:48]1. (5) Given the product [CH3:14][O:13][C:9]1[CH:8]=[C:7]([CH:12]=[CH:11][CH:10]=1)[O:6][CH2:5][C:4]([OH:15])=[O:3], predict the reactants needed to synthesize it. The reactants are: C([O:3][C:4](=[O:15])[CH2:5][O:6][C:7]1[CH:12]=[CH:11][CH:10]=[C:9]([O:13][CH3:14])[CH:8]=1)C.[OH-].[Na+].Cl.